From a dataset of Forward reaction prediction with 1.9M reactions from USPTO patents (1976-2016). Predict the product of the given reaction. (1) The product is: [NH2:1][C:2]1[CH:25]=[CH:24][C:23]([C:27]2[CH:32]=[CH:31][CH:30]=[CH:29][CH:28]=2)=[CH:22][C:3]=1[C:4]([N:6]1[CH2:11][CH2:10][C:9]2([CH2:20][C:19](=[O:21])[C:18]3[C:13](=[CH:14][CH:15]=[CH:16][CH:17]=3)[O:12]2)[CH2:8][CH2:7]1)=[O:5]. Given the reactants [NH2:1][C:2]1[CH:25]=[CH:24][C:23](Br)=[CH:22][C:3]=1[C:4]([N:6]1[CH2:11][CH2:10][C:9]2([CH2:20][C:19](=[O:21])[C:18]3[C:13](=[CH:14][CH:15]=[CH:16][CH:17]=3)[O:12]2)[CH2:8][CH2:7]1)=[O:5].[C:27]1(OB(O)O)[CH:32]=[CH:31][CH:30]=[CH:29][CH:28]=1.C(=O)([O-])[O-].[Na+].[Na+], predict the reaction product. (2) Given the reactants [O:1]1[CH2:5][CH2:4][CH:3]([CH2:6][N:7]2[CH2:12][CH2:11][C:10](=O)[CH2:9][CH2:8]2)[CH2:2]1.Cl.[NH2:15][OH:16], predict the reaction product. The product is: [O:1]1[CH2:5][CH2:4][CH:3]([CH2:6][N:7]2[CH2:12][CH2:11][C:10](=[N:15][OH:16])[CH2:9][CH2:8]2)[CH2:2]1.